The task is: Predict the reactants needed to synthesize the given product.. This data is from Full USPTO retrosynthesis dataset with 1.9M reactions from patents (1976-2016). (1) Given the product [CH:14]1([C:17]2[N:21]([C:22]([O:24][C:25]([CH3:28])([CH3:27])[CH3:26])=[O:23])[C:20]3[CH:29]=[C:30]([C:37]4[C:38]([CH3:43])=[N:39][O:40][C:41]=4[CH3:42])[CH:31]=[C:32]([C:33](=[O:34])[C:2]4[CH:7]=[CH:6][N:5]=[C:4]([CH3:8])[CH:3]=4)[C:19]=3[N:18]=2)[CH2:15][CH2:16]1, predict the reactants needed to synthesize it. The reactants are: Br[C:2]1[CH:7]=[CH:6][N:5]=[C:4]([CH3:8])[CH:3]=1.[Li]C(C)(C)C.[CH:14]1([C:17]2[N:21]([C:22]([O:24][C:25]([CH3:28])([CH3:27])[CH3:26])=[O:23])[C:20]3[CH:29]=[C:30]([C:37]4[C:38]([CH3:43])=[N:39][O:40][C:41]=4[CH3:42])[CH:31]=[C:32]([C:33](OC)=[O:34])[C:19]=3[N:18]=2)[CH2:16][CH2:15]1. (2) The reactants are: [Cl:1][C:2]1[CH:3]=[CH:4][C:5]([N:23]2[CH:27]=[N:26][N:25]=[N:24]2)=[C:6]([CH:22]=1)[CH2:7][NH:8][C:9]([C@@H:11]1[CH2:14][CH2:13][N:12]1C(OC(C)(C)C)=O)=[O:10].CCOC(C)=O.[ClH:34]. Given the product [Cl-:1].[Cl-:34].[NH2+:12]1[CH2:13][CH2:14][C@H:11]1[C:9]([NH:8][CH2:7][C:6]1[CH:22]=[C:2]([Cl:1])[CH:3]=[CH:4][C:5]=1[N:23]1[CH:27]=[NH+:26][N:25]=[N:24]1)=[O:10], predict the reactants needed to synthesize it. (3) Given the product [Br:19][C:20]1[CH:25]=[CH:24][C:23]([S:26][CH2:8][CH2:9][CH2:10][O:11][Si:12]([C:15]([CH3:18])([CH3:17])[CH3:16])([CH3:14])[CH3:13])=[CH:22][CH:21]=1, predict the reactants needed to synthesize it. The reactants are: C(=O)([O-])[O-].[K+].[K+].Br[CH2:8][CH2:9][CH2:10][O:11][Si:12]([C:15]([CH3:18])([CH3:17])[CH3:16])([CH3:14])[CH3:13].[Br:19][C:20]1[CH:25]=[CH:24][C:23]([SH:26])=[CH:22][CH:21]=1.O. (4) Given the product [N:21]1[CH:20]=[CH:25][CH:24]=[C:23]([O:26][C:14]2[CH2:18][CH2:17][O:16][N:15]=2)[CH:22]=1, predict the reactants needed to synthesize it. The reactants are: FC(F)(F)C1C=CC(C=C)=CC=1.Br[C:14]1[CH2:18][CH2:17][O:16][N:15]=1.Br[C:20]1[CH:25]=[CH:24][C:23]([OH:26])=[CH:22][N:21]=1. (5) Given the product [CH2:1]([O:3][C:4](=[O:15])[CH2:5][O:6][C:7]1[CH:12]=[CH:11][C:10]([O:13][CH2:29][CH2:28][CH2:27][C:26]#[C:25][C:22]2[CH:23]=[CH:24][C:19]([O:18][C:17]([F:16])([F:35])[F:36])=[CH:20][CH:21]=2)=[CH:9][C:8]=1[CH3:14])[CH3:2], predict the reactants needed to synthesize it. The reactants are: [CH2:1]([O:3][C:4](=[O:15])[CH2:5][O:6][C:7]1[CH:12]=[CH:11][C:10]([OH:13])=[CH:9][C:8]=1[CH3:14])[CH3:2].[F:16][C:17]([F:36])([F:35])[O:18][C:19]1[CH:24]=[CH:23][C:22]([C:25]#[C:26][CH2:27][CH2:28][CH2:29]OS(C)(=O)=O)=[CH:21][CH:20]=1.[Na+].[I-].C([O-])([O-])=O.[Cs+].[Cs+]. (6) Given the product [Br:1][C:2]1[O:6][C:5]([CH:7]2[CH2:9][CH2:8]2)=[N:4][C:3]=1[C:10]([O:12][CH2:13][CH3:14])=[O:11], predict the reactants needed to synthesize it. The reactants are: [Br:1][C:2]1[O:6][C:5]([CH:7]2[CH2:9][CH2:8]2)=[N:4][C:3]=1[C:10]([O:12][CH3:13])=[O:11].[CH3:14]C(C[AlH]CC(C)C)C. (7) The reactants are: [Si]([O:8][CH2:9][CH2:10][CH2:11][CH2:12][C@:13]([C@@H:22]1[CH2:27][CH2:26][CH2:25][N:24]([C:28]([O:30][C:31]([CH3:34])([CH3:33])[CH3:32])=[O:29])[CH2:23]1)([C:15]1[CH:20]=[CH:19][CH:18]=[C:17]([Cl:21])[CH:16]=1)[OH:14])(C(C)(C)C)(C)C.[F-].C([N+](CCCC)(CCCC)CCCC)CCC. Given the product [Cl:21][C:17]1[CH:16]=[C:15]([C@:13]([C@@H:22]2[CH2:27][CH2:26][CH2:25][N:24]([C:28]([O:30][C:31]([CH3:34])([CH3:33])[CH3:32])=[O:29])[CH2:23]2)([OH:14])[CH2:12][CH2:11][CH2:10][CH2:9][OH:8])[CH:20]=[CH:19][CH:18]=1, predict the reactants needed to synthesize it. (8) The reactants are: [CH2:1]([O:3][C:4]([C:6]1([C:9]2[CH:14]=[CH:13][C:12]([C:15]3[CH:20]=[CH:19][C:18]([C:21]4[S:22][C:23]([Cl:29])=[CH:24][C:25]=4C(=O)N)=[CH:17][CH:16]=3)=[CH:11][CH:10]=2)[CH2:8][CH2:7]1)=[O:5])[CH3:2].[N:30]1[CH:35]=CC=CC=1.FC(F)(F)C(OI(C1C=CC=CC=1)OC(=O)C(F)(F)F)=[O:39].[CH3:57][C:58]1[C:59]([CH:63]([OH:65])[CH3:64])=[CH:60][S:61][CH:62]=1. Given the product [CH2:1]([O:3][C:4]([C:6]1([C:9]2[CH:14]=[CH:13][C:12]([C:15]3[CH:20]=[CH:19][C:18]([C:21]4[S:22][C:23]([Cl:29])=[CH:24][C:25]=4[NH:30][C:35]([O:65][CH:63]([C:59]4[C:58]([CH3:57])=[CH:62][S:61][CH:60]=4)[CH3:64])=[O:39])=[CH:17][CH:16]=3)=[CH:11][CH:10]=2)[CH2:7][CH2:8]1)=[O:5])[CH3:2], predict the reactants needed to synthesize it. (9) Given the product [CH2:8]1[C@@H:3]([C:1]#[N:2])[N:4]([C:9]([C@@H:10]([NH2:22])[C:11]23[CH2:12][C:13]4([OH:21])[CH2:19][CH:17]([CH2:16][CH:15]([CH2:14]4)[CH2:20]2)[CH2:18]3)=[O:33])[C@@H:5]2[C@H:7]1[CH2:6]2, predict the reactants needed to synthesize it. The reactants are: [C:1]([C@@H:3]1[CH2:8][C@H:7]2[C@H:5]([CH2:6]2)[N:4]1[C:9](=[O:33])[C@@H:10]([NH:22]C(=O)OCC1C=CC=CC=1)[C:11]12[CH2:20][CH:15]3[CH2:16][CH:17]([CH2:19][C:13]([OH:21])([CH2:14]3)[CH2:12]1)[CH2:18]2)#[N:2]. (10) Given the product [Si:29]([O:28][C@H:21]1[C@@H:20]([O:46][CH3:47])[C@H:19]([NH:18][C:2]2[C:7]([I:8])=[CH:6][N:5]=[C:4]([S:9][CH3:10])[N:3]=2)[CH2:23][C@@H:22]1[C:24]([O:26][CH3:27])=[O:25])([C:42]([CH3:44])([CH3:45])[CH3:43])([C:36]1[CH:37]=[CH:38][CH:39]=[CH:40][CH:41]=1)[C:30]1[CH:31]=[CH:32][CH:33]=[CH:34][CH:35]=1, predict the reactants needed to synthesize it. The reactants are: Cl[C:2]1[C:7]([I:8])=[CH:6][N:5]=[C:4]([S:9][CH3:10])[N:3]=1.C(N(CC)CC)C.[NH2:18][C@@H:19]1[CH2:23][C@H:22]([C:24]([O:26][CH3:27])=[O:25])[C@@H:21]([O:28][Si:29]([C:42]([CH3:45])([CH3:44])[CH3:43])([C:36]2[CH:41]=[CH:40][CH:39]=[CH:38][CH:37]=2)[C:30]2[CH:35]=[CH:34][CH:33]=[CH:32][CH:31]=2)[C@H:20]1[O:46][CH3:47].